From a dataset of Forward reaction prediction with 1.9M reactions from USPTO patents (1976-2016). Predict the product of the given reaction. (1) Given the reactants [C:1]([C:5]1[CH:17]=[CH:16][C:15]2[C:14]3[C:9](=[CH:10][C:11]([C:18]([CH3:21])([CH3:20])[CH3:19])=[CH:12][CH:13]=3)[CH2:8][C:7]=2[CH:6]=1)([CH3:4])([CH3:3])[CH3:2].CCCCCC.C([Li])CCC.[CH:33]1([C:39]2[C:43](=C)[CH:42]=[CH:41][CH:40]=2)[CH2:38][CH2:37][CH2:36][CH2:35][CH2:34]1, predict the reaction product. The product is: [CH:39]1([C:33]2([C:10]3[C:9]4[CH2:8][C:7]5[C:15](=[CH:16][CH:17]=[C:5]([C:1]([CH3:4])([CH3:3])[CH3:2])[CH:6]=5)[C:14]=4[CH:13]=[CH:12][C:11]=3[C:18]([CH3:21])([CH3:20])[CH3:19])[CH2:38][CH2:37][CH2:36][CH2:35][CH2:34]2)[CH:40]=[CH:41][CH:42]=[CH:43]1. (2) Given the reactants C1(O)C=CC=CC=1.Cl[C:9]1[C:14]([N+:15]([O-:17])=[O:16])=[CH:13][CH:12]=[CH:11][N:10]=1.[NH2:18][C:19]1[CH:29]=[CH:28][C:22]([C:23]([O:25][CH2:26][CH3:27])=[O:24])=[CH:21][CH:20]=1.[OH-].[Na+], predict the reaction product. The product is: [N+:15]([C:14]1[C:9]([NH:18][C:19]2[CH:20]=[CH:21][C:22]([C:23]([O:25][CH2:26][CH3:27])=[O:24])=[CH:28][CH:29]=2)=[N:10][CH:11]=[CH:12][CH:13]=1)([O-:17])=[O:16]. (3) Given the reactants [C:1]([O:5][C:6]([N:8]1[CH2:13][CH2:12][C:11]([CH3:17])([C:14](O)=[O:15])[CH2:10][CH2:9]1)=[O:7])([CH3:4])([CH3:3])[CH3:2].B.C1COCC1, predict the reaction product. The product is: [NH4+:8].[OH-:5].[C:1]([O:5][C:6]([N:8]1[CH2:13][CH2:12][C:11]([CH2:14][OH:15])([CH3:17])[CH2:10][CH2:9]1)=[O:7])([CH3:4])([CH3:3])[CH3:2].